From a dataset of Full USPTO retrosynthesis dataset with 1.9M reactions from patents (1976-2016). Predict the reactants needed to synthesize the given product. (1) The reactants are: [OH:1][C:2]([C:50]1[CH:55]=[CH:54][CH:53]=[CH:52][CH:51]=1)([C:44]1[CH:49]=[CH:48][CH:47]=[CH:46][CH:45]=1)[C:3]1[S:7][C:6]([C:8]([NH:10][C@@H:11]([CH2:19][CH2:20][CH2:21][NH:22][C:23]([NH:25]S(C2C(C)=C3C(=C(C)C=2C)OC(C)(C)CC3)(=O)=O)=[NH:24])[C:12]([O:14]C(C)(C)C)=[O:13])=[O:9])=[CH:5][CH:4]=1.[C:56]([OH:62])([C:58]([F:61])([F:60])[F:59])=[O:57]. Given the product [NH:22]([CH2:21][CH2:20][CH2:19][C@H:11]([NH:10][C:8]([C:6]1[S:7][C:3]([C:2]([OH:1])([C:44]2[CH:45]=[CH:46][CH:47]=[CH:48][CH:49]=2)[C:50]2[CH:55]=[CH:54][CH:53]=[CH:52][CH:51]=2)=[CH:4][CH:5]=1)=[O:9])[C:12]([OH:14])=[O:13])[C:23]([NH2:25])=[NH:24].[C:56]([OH:62])([C:58]([F:61])([F:60])[F:59])=[O:57], predict the reactants needed to synthesize it. (2) Given the product [CH:1]1([N:7]2[CH2:11][CH2:10][CH:9]([CH2:12][C:13]3[CH:22]=[CH:21][C:20]4[C:15](=[CH:16][C:17]([CH2:23][CH3:24])=[CH:18][CH:19]=4)[CH:14]=3)[C:8]2=[O:25])[CH2:2][CH2:3][CH2:4][CH2:5][CH2:6]1, predict the reactants needed to synthesize it. The reactants are: [CH:1]1([N:7]2[CH2:11][CH2:10][CH:9]([CH2:12][C:13]3[CH:22]=[CH:21][C:20]4[C:15](=[CH:16][C:17]([CH:23]=[CH2:24])=[CH:18][CH:19]=4)[CH:14]=3)[C:8]2=[O:25])[CH2:6][CH2:5][CH2:4][CH2:3][CH2:2]1. (3) Given the product [N:52]1[CH:53]=[CH:54][CH:55]=[CH:56][C:51]=1[C:2]1[CH:8]=[CH:7][CH:6]=[CH:5][C:3]=1[NH2:4], predict the reactants needed to synthesize it. The reactants are: Br[C:2]1[CH:8]=[CH:7][CH:6]=[CH:5][C:3]=1[NH2:4].CCN(CC)CC.C1(C2C=CC=CC=2)C=CC=CC=1P(C1CCCCC1)C1CCCCC1.[B]1OC(C)(C)C(C)(C)O1.Br[C:51]1[CH:56]=[CH:55][CH:54]=[CH:53][N:52]=1. (4) Given the product [CH3:1][O:2][CH2:3][CH2:4][N:5]([C:7]1[N:12]=[CH:11][N:10]=[C:9]([NH:13][C:14]2[CH:15]=[CH:16][C:17]([C:18]([NH:40][C:37]3[S:38][CH:39]=[C:35]([C:26]4[CH:27]=[CH:28][CH:29]=[C:30]([C:31]([F:34])([F:32])[F:33])[C:25]=4[F:24])[N:36]=3)=[O:20])=[CH:22][CH:23]=2)[CH:8]=1)[CH3:6], predict the reactants needed to synthesize it. The reactants are: [CH3:1][O:2][CH2:3][CH2:4][N:5]([C:7]1[N:12]=[CH:11][N:10]=[C:9]([NH:13][C:14]2[CH:23]=[CH:22][C:17]([C:18]([O:20]C)=O)=[CH:16][CH:15]=2)[CH:8]=1)[CH3:6].[F:24][C:25]1[C:30]([C:31]([F:34])([F:33])[F:32])=[CH:29][CH:28]=[CH:27][C:26]=1[C:35]1[N:36]=[C:37]([NH2:40])[S:38][CH:39]=1. (5) Given the product [C:1]1([NH:7][C:8]([N:10]2[C:18]3[C:13](=[CH:14][C:15]([NH2:19])=[CH:16][CH:17]=3)[CH:12]=[CH:11]2)=[O:9])[CH:2]=[CH:3][CH:4]=[CH:5][CH:6]=1, predict the reactants needed to synthesize it. The reactants are: [C:1]1([NH:7][C:8]([N:10]2[C:18]3[C:13](=[CH:14][C:15]([N+:19]([O-])=O)=[CH:16][CH:17]=3)[CH:12]=[CH:11]2)=[O:9])[CH:6]=[CH:5][CH:4]=[CH:3][CH:2]=1.O.[Cl-].[NH4+]. (6) The reactants are: Cl.[CH3:2][N:3]1[C:7]([C:8]2[CH:9]=[C:10]([NH:14][C:15]([NH:17][CH2:18][CH:19]3[CH2:24][CH2:23][CH2:22][NH:21][CH2:20]3)=[O:16])[CH:11]=[CH:12][CH:13]=2)=[N:6][N:5]=[N:4]1.[F:25][C:26]([F:47])([F:46])[C:27]1[CH:32]=[CH:31][C:30]([CH2:33][CH2:34]OS(C2C=CC(C)=CC=2)(=O)=O)=[CH:29][CH:28]=1.C(N(CC)CC)C. Given the product [CH3:2][N:3]1[C:7]([C:8]2[CH:9]=[C:10]([NH:14][C:15]([NH:17][CH2:18][CH:19]3[CH2:24][CH2:23][CH2:22][N:21]([CH2:34][CH2:33][C:30]4[CH:29]=[CH:28][C:27]([C:26]([F:25])([F:46])[F:47])=[CH:32][CH:31]=4)[CH2:20]3)=[O:16])[CH:11]=[CH:12][CH:13]=2)=[N:6][N:5]=[N:4]1, predict the reactants needed to synthesize it. (7) Given the product [F:1][C:2]1[CH:3]=[C:4]([C:12]2[S:39][C:38]([NH:37][C:34](=[O:36])[CH3:35])=[N:40][C:13]=2[CH3:14])[CH:5]=[CH:6][C:7]=1[S:8]([CH3:11])(=[O:10])=[O:9], predict the reactants needed to synthesize it. The reactants are: [F:1][C:2]1[CH:3]=[C:4]([CH2:12][C:13](=O)[CH3:14])[CH:5]=[CH:6][C:7]=1[S:8]([CH3:11])(=[O:10])=[O:9].BrBr.BrC(C1C=CC(S(C)(=O)=O)=C(F)C=1)C(=O)C.[C:34]([NH:37][C:38]([NH2:40])=[S:39])(=[O:36])[CH3:35]. (8) Given the product [CH3:32][S:33]([OH:36])(=[O:35])=[O:34].[Cl:1][C:2]1[CH:18]=[C:17]([NH:19][C:20]2[C:21]3[N:28]([CH2:29][CH2:30][OH:31])[CH:27]=[CH:26][C:22]=3[N:23]=[CH:24][N:25]=2)[CH:16]=[CH:15][C:3]=1[O:4][C:5]1[CH:13]=[CH:12][CH:11]=[C:10]2[C:6]=1[CH2:7][C:8](=[O:14])[NH:9]2, predict the reactants needed to synthesize it. The reactants are: [Cl:1][C:2]1[CH:18]=[C:17]([NH:19][C:20]2[C:21]3[N:28]([CH2:29][CH2:30][OH:31])[CH:27]=[CH:26][C:22]=3[N:23]=[CH:24][N:25]=2)[CH:16]=[CH:15][C:3]=1[O:4][C:5]1[CH:13]=[CH:12][CH:11]=[C:10]2[C:6]=1[CH2:7][C:8](=[O:14])[NH:9]2.[CH3:32][S:33]([OH:36])(=[O:35])=[O:34].C(OC(C)C)(C)C. (9) Given the product [CH2:1]([C@:8]12[CH2:18][CH2:17][C:16](=[O:19])[CH2:15][C@H:14]1[CH2:13][CH2:12][CH2:11][N:10]1[CH:20]=[C:21]([C:23]([OH:25])=[O:24])[CH:22]=[C:9]21)[C:2]1[CH:3]=[CH:4][CH:5]=[CH:6][CH:7]=1.[CH2:28]([C@@:35]12[CH2:45][CH2:44][C:43](=[O:46])[CH2:42][C@@H:41]1[CH2:40][CH2:39][CH2:38][N:37]1[CH:47]=[C:48]([C:50]([OH:52])=[O:51])[CH:49]=[C:36]21)[C:29]1[CH:30]=[CH:31][CH:32]=[CH:33][CH:34]=1, predict the reactants needed to synthesize it. The reactants are: [CH2:1]([C@:8]12[CH2:18][CH2:17][C:16](=[O:19])[CH2:15][C@H:14]1[CH2:13][CH2:12][CH2:11][N:10]1[CH:20]=[C:21]([C:23]([O:25]CC)=[O:24])[CH:22]=[C:9]21)[C:2]1[CH:7]=[CH:6][CH:5]=[CH:4][CH:3]=1.[CH2:28]([C@@:35]12[CH2:45][CH2:44][C:43](=[O:46])[CH2:42][C@@H:41]1[CH2:40][CH2:39][CH2:38][N:37]1[CH:47]=[C:48]([C:50]([O:52]CC)=[O:51])[CH:49]=[C:36]21)[C:29]1[CH:34]=[CH:33][CH:32]=[CH:31][CH:30]=1.[Li+].[OH-].Cl. (10) The reactants are: [Cl:1][C:2]1[CH:27]=[CH:26][CH:25]=[C:24](F)[C:3]=1[C:4]([NH:6][C@H:7]([C:21]([OH:23])=[O:22])[CH2:8][NH:9][C:10](=[O:20])[CH2:11][CH:12]([C:14]1[CH:19]=[CH:18][CH:17]=[CH:16][CH:15]=1)[CH3:13])=[O:5].[Cl:29]C1C=CC=C(Cl)C=1C(N[C@H](C(O)=O)CNC([C@@H]1CCC(=O)O1)=O)=O. Given the product [Cl:1][C:2]1[CH:27]=[CH:26][CH:25]=[C:24]([Cl:29])[C:3]=1[C:4]([NH:6][C@H:7]([C:21]([OH:23])=[O:22])[CH2:8][NH:9][C:10](=[O:20])[CH2:11][CH:12]([C:14]1[CH:19]=[CH:18][CH:17]=[CH:16][CH:15]=1)[CH3:13])=[O:5], predict the reactants needed to synthesize it.